This data is from Full USPTO retrosynthesis dataset with 1.9M reactions from patents (1976-2016). The task is: Predict the reactants needed to synthesize the given product. Given the product [C:32]([C:31]1[N:36]=[C:26]([CH:11]2[CH2:12][CH:13]([C:15]3[CH:20]=[CH:19][C:18]([O:21][C:22]([F:23])([F:25])[F:24])=[CH:17][CH:16]=3)[CH2:14][N:9]([C:7]([N:1]3[CH2:2][CH2:3][O:4][CH2:5][CH2:6]3)=[O:8])[CH2:10]2)[O:27][N:30]=1)([CH3:35])([CH3:34])[CH3:33], predict the reactants needed to synthesize it. The reactants are: [N:1]1([C:7]([N:9]2[CH2:14][CH:13]([C:15]3[CH:20]=[CH:19][C:18]([O:21][C:22]([F:25])([F:24])[F:23])=[CH:17][CH:16]=3)[CH2:12][CH:11]([C:26](O)=[O:27])[CH2:10]2)=[O:8])[CH2:6][CH2:5][O:4][CH2:3][CH2:2]1.O[N:30]=[C:31]([NH2:36])[C:32]([CH3:35])([CH3:34])[CH3:33].